Dataset: Reaction yield outcomes from USPTO patents with 853,638 reactions. Task: Predict the reaction yield, written as a fraction of the theoretical maximum amount of product (1.0 means a 100% yield; for example, 0.34 means a 34% yield). (1) The reactants are O.[O:2]=[CH:3][C@@H:4]([C@H:6]([C@@H:8]([C@@H:10]([CH2:12][OH:13])[OH:11])[OH:9])[OH:7])[OH:5].[C:14]([O-:26])(=[O:25])[CH2:15][C:16]([CH2:21][C:22]([O-:24])=[O:23])([C:18]([O-:20])=[O:19])[OH:17].[NH4+:27].[NH4+].[NH4+]. No catalyst specified. The product is [C:14]([O-:26])(=[O:25])[CH2:15][C:16]([CH2:21][C:22]([O-:24])=[O:23])([C:18]([O-:20])=[O:19])[OH:17].[NH4+:27].[NH4+:27].[NH4+:27].[O:2]=[CH:3][C@@H:4]([C@H:6]([C@@H:8]([C@@H:10]([CH2:12][OH:13])[OH:11])[OH:9])[OH:7])[OH:5]. The yield is 0.0800. (2) The reactants are [CH:1]1([NH:4][C:5]([C:7]2[CH:8]=[C:9]([C:14]3[CH:19]=[CH:18][C:17]([C:20](=[O:27])[C:21]4[CH:26]=[CH:25][CH:24]=[CH:23][CH:22]=4)=[C:16]([NH2:28])[CH:15]=3)[C:10]([CH3:13])=[CH:11][CH:12]=2)=[O:6])[CH2:3][CH2:2]1.C(N(CC)CC)C.[C:36](OC(=O)C)(=[O:38])[CH3:37]. The catalyst is C(Cl)Cl.C(OCC)(=O)C. The product is [CH:1]1([NH:4][C:5]([C:7]2[CH:8]=[C:9]([C:14]3[CH:19]=[CH:18][C:17]([C:20](=[O:27])[C:21]4[CH:26]=[CH:25][CH:24]=[CH:23][CH:22]=4)=[C:16]([NH:28][C:36](=[O:38])[CH3:37])[CH:15]=3)[C:10]([CH3:13])=[CH:11][CH:12]=2)=[O:6])[CH2:2][CH2:3]1. The yield is 0.850. (3) The product is [CH2:1]([O:8][C:9]1[C:10](=[O:35])[N:11]([CH2:26][O:27][CH2:28][C:29]2[CH:34]=[CH:33][CH:32]=[CH:31][CH:30]=2)[C:12](=[O:25])[N:13]([CH2:15][CH2:16][N:55]2[CH2:60][CH2:59][O:58][CH2:57][CH2:56]2)[N:14]=1)[C:2]1[CH:7]=[CH:6][CH:5]=[CH:4][CH:3]=1. The yield is 0.440. The reactants are [CH2:1]([O:8][C:9]1[C:10](=[O:35])[N:11]([CH2:26][O:27][CH2:28][C:29]2[CH:34]=[CH:33][CH:32]=[CH:31][CH:30]=2)[C:12](=[O:25])[N:13]([CH2:15][C:16](F)(F)C2C=CC=CC=2)[N:14]=1)[C:2]1[CH:7]=[CH:6][CH:5]=[CH:4][CH:3]=1.C(OCN1C(=O)C(Br)=NN(CC[N:55]2[CH2:60][CH2:59][O:58][CH2:57][CH2:56]2)C1=O)C1C=CC=CC=1. No catalyst specified. (4) The reactants are [Cl:1][C:2]1[CH:7]=[CH:6][C:5]([S:8]([CH2:11][C:12]2[CH:17]=[C:16]([F:18])[CH:15]=[CH:14][C:13]=2[F:19])(=[O:10])=[O:9])=[CH:4][CH:3]=1.[C:20]([O:24][C:25]([CH3:28])([CH3:27])[CH3:26])(=[O:23])[CH:21]=[CH2:22].CCCCCC. The catalyst is CN(C)C=O. The product is [Cl:1][C:2]1[CH:7]=[CH:6][C:5]([S:8]([CH:11]([C:12]2[CH:17]=[C:16]([F:18])[CH:15]=[CH:14][C:13]=2[F:19])[CH2:22][CH2:21][C:20]([O:24][C:25]([CH3:28])([CH3:27])[CH3:26])=[O:23])(=[O:10])=[O:9])=[CH:4][CH:3]=1. The yield is 0.990. (5) The reactants are [Cl:1][C:2]1[CH:3]=[C:4]2[C:8](=[CH:9][CH:10]=1)[N:7]([C:11]1[N:15]([CH3:16])[N:14]=[C:13]([CH3:17])[C:12]=1[CH:18]=[O:19])[CH:6]=[CH:5]2.[BH4-].[Na+].O. The catalyst is O1CCCC1.CO. The product is [Cl:1][C:2]1[CH:3]=[C:4]2[C:8](=[CH:9][CH:10]=1)[N:7]([C:11]1[N:15]([CH3:16])[N:14]=[C:13]([CH3:17])[C:12]=1[CH2:18][OH:19])[CH:6]=[CH:5]2. The yield is 0.970.